From a dataset of Forward reaction prediction with 1.9M reactions from USPTO patents (1976-2016). Predict the product of the given reaction. (1) The product is: [C:1]([C:9]1[CH:10]=[C:11]([CH:15]=[CH:16][CH:17]=1)[C:12]([NH:24][C:25]1[CH:34]=[CH:33][C:32]([Br:35])=[CH:31][C:26]=1[C:27]([OH:29])=[O:28])=[O:14])(=[O:8])[C:2]1[CH:3]=[CH:4][CH:5]=[CH:6][CH:7]=1. Given the reactants [C:1]([C:9]1[CH:10]=[C:11]([CH:15]=[CH:16][CH:17]=1)[C:12]([OH:14])=O)(=[O:8])[C:2]1[CH:7]=[CH:6][CH:5]=[CH:4][CH:3]=1.C(Cl)(=O)C(Cl)=O.[NH2:24][C:25]1[CH:34]=[CH:33][C:32]([Br:35])=[CH:31][C:26]=1[C:27]([O:29]C)=[O:28].[OH-].[Na+].Cl, predict the reaction product. (2) The product is: [CH2:1]([S:8][CH:13]1[CH:18]2[CH2:19][CH2:20][N:15]([CH2:16][CH2:17]2)[CH2:14]1)[C:2]1[CH:7]=[CH:6][CH:5]=[CH:4][CH:3]=1. Given the reactants [CH2:1]([SH:8])[C:2]1[CH:7]=[CH:6][CH:5]=[CH:4][CH:3]=1.[H-].[Na+].Cl.Cl[CH:13]1[CH:18]2[CH2:19][CH2:20][N:15]([CH2:16][CH2:17]2)[CH2:14]1, predict the reaction product. (3) Given the reactants [F:1][C:2]1[C:7]([F:8])=[CH:6][CH:5]=[CH:4][C:3]=1[C:9]1[N:17]=[C:12]2[CH:13]=[N:14][NH:15][CH:16]=[C:11]2[N:10]=1.Cl[CH2:19][C:20]1[O:24][N:23]=[C:22]([C:25]2[CH:36]=[CH:35][C:28]([O:29][CH2:30][CH2:31][N:32]([CH3:34])[CH3:33])=[CH:27][CH:26]=2)[CH:21]=1, predict the reaction product. The product is: [F:1][C:2]1[C:7]([F:8])=[CH:6][CH:5]=[CH:4][C:3]=1[C:9]1[N:17]=[C:12]2[CH:13]=[N:14][N:15]([CH2:19][C:20]3[O:24][N:23]=[C:22]([C:25]4[CH:36]=[CH:35][C:28]([O:29][CH2:30][CH2:31][N:32]([CH3:33])[CH3:34])=[CH:27][CH:26]=4)[CH:21]=3)[CH:16]=[C:11]2[N:10]=1. (4) The product is: [C:48]([C:47]1[CH:50]=[C:51]([C:2]2[C:3]3[CH:10]=[C:9]([C:11]4[CH:16]=[CH:15][C:14]([N:17]5[CH2:22][CH2:21][N:20]([C:23]([O:25][C:26]([CH3:27])([CH3:29])[CH3:28])=[O:24])[CH2:19][CH2:18]5)=[CH:13][CH:12]=4)[N:8]([S:30]([C:33]4[CH:38]=[CH:37][CH:36]=[CH:35][CH:34]=4)(=[O:31])=[O:32])[C:4]=3[N:5]=[CH:6][N:7]=2)[CH:52]=[CH:53][C:46]=1[O:45][CH:42]1[CH2:43][CH2:44][O:39][CH2:40][CH2:41]1)#[N:49]. Given the reactants Cl[C:2]1[C:3]2[CH:10]=[C:9]([C:11]3[CH:16]=[CH:15][C:14]([N:17]4[CH2:22][CH2:21][N:20]([C:23]([O:25][C:26]([CH3:29])([CH3:28])[CH3:27])=[O:24])[CH2:19][CH2:18]4)=[CH:13][CH:12]=3)[N:8]([S:30]([C:33]3[CH:38]=[CH:37][CH:36]=[CH:35][CH:34]=3)(=[O:32])=[O:31])[C:4]=2[N:5]=[CH:6][N:7]=1.[O:39]1[CH2:44][CH2:43][CH:42]([O:45][C:46]2[CH:53]=[CH:52][C:51](B3OC(C)(C)C(C)(C)O3)=[CH:50][C:47]=2[C:48]#[N:49])[CH2:41][CH2:40]1.C([O-])([O-])=O.[Cs+].[Cs+], predict the reaction product.